This data is from Forward reaction prediction with 1.9M reactions from USPTO patents (1976-2016). The task is: Predict the product of the given reaction. (1) Given the reactants [CH:1]([C:3]1[C:11]2[O:10][CH2:9][CH:8]([C:12]3[CH:17]=[CH:16][C:15]([CH:18]([CH3:20])[CH3:19])=[CH:14][CH:13]=3)[C:7]=2[C:6]([CH3:21])=[C:5]([NH:22][C:23](=[O:29])[CH2:24][C:25]([CH3:28])([CH3:27])[CH3:26])[C:4]=1[CH3:30])=[O:2].[BH4-].[Na+], predict the reaction product. The product is: [OH:2][CH2:1][C:3]1[C:11]2[O:10][CH2:9][CH:8]([C:12]3[CH:17]=[CH:16][C:15]([CH:18]([CH3:19])[CH3:20])=[CH:14][CH:13]=3)[C:7]=2[C:6]([CH3:21])=[C:5]([NH:22][C:23](=[O:29])[CH2:24][C:25]([CH3:28])([CH3:27])[CH3:26])[C:4]=1[CH3:30]. (2) Given the reactants BrC1C=CC(OC)=C(C)C=1.Br[C:12]1[C:17]([F:18])=[CH:16][C:15]([O:19][CH3:20])=[C:14]([F:21])[CH:13]=1.C(N1CCNCC1)CC1C=CC=CC=1.[CH2:36]([CH:43]1[CH2:48][CH2:47][NH:46][CH2:45][CH2:44]1)[C:37]1[CH:42]=[CH:41][CH:40]=[CH:39][CH:38]=1, predict the reaction product. The product is: [CH2:36]([CH:43]1[CH2:48][CH2:47][N:46]([C:12]2[CH:13]=[C:14]([F:21])[C:15]([O:19][CH3:20])=[CH:16][C:17]=2[F:18])[CH2:45][CH2:44]1)[C:37]1[CH:42]=[CH:41][CH:40]=[CH:39][CH:38]=1. (3) The product is: [CH2:1]([O:3][C:4]([C:6]1[C:10]([C:11]2[CH:16]=[CH:15][C:14]([F:17])=[CH:13][CH:12]=2)=[C:9]([CH:18]=[O:19])[NH:8][C:7]=1[CH2:20][CH2:21][NH2:22])=[O:5])[CH3:2]. Given the reactants [CH2:1]([O:3][C:4]([C:6]1[C:10]([C:11]2[CH:16]=[CH:15][C:14]([F:17])=[CH:13][CH:12]=2)=[C:9]([CH:18]=[O:19])[NH:8][C:7]=1[CH2:20][CH2:21][NH:22]C(OC(C)(C)C)=O)=[O:5])[CH3:2].FC(F)(F)C(O)=O, predict the reaction product. (4) Given the reactants [N:1]([C:4]1[CH:5]=[CH:6][C:7]([CH3:30])=[C:8]([C:10]([C:12]2[CH:17]=[CH:16][C:15]([NH:18][C:19]3[CH:24]=[CH:23][C:22](C(F)(F)F)=[CH:21][CH:20]=3)=[CH:14][C:13]=2[Cl:29])=[O:11])[CH:9]=1)=[N+:2]=[N-:3].N[C:32]1C=CC(C)=C(C(C2C=CC(NC3C=C(C)C=CC=3)=CC=2Cl)=O)C=1, predict the reaction product. The product is: [N:1]([C:4]1[CH:5]=[CH:6][C:7]([CH3:30])=[C:8]([C:10]([C:12]2[CH:17]=[CH:16][C:15]([NH:18][C:19]3[CH:20]=[C:21]([CH3:32])[CH:22]=[CH:23][CH:24]=3)=[CH:14][C:13]=2[Cl:29])=[O:11])[CH:9]=1)=[N+:2]=[N-:3]. (5) The product is: [CH2:17]([O:29][C:28]1[CH:6]=[CH:5][C:2]([Br:1])=[C:9]([CH:8]=1)[CH:11]=[O:14])[C:18]1[CH:23]=[CH:22][CH:21]=[CH:20][CH:19]=1. Given the reactants [Br:1][C:2]1([CH:9]=[C:8](O)C=[CH:6][CH2:5]1)C=O.[C:11]([O-:14])([O-])=O.[Cs+].[Cs+].[CH2:17](Br)[C:18]1[CH:23]=[CH:22][CH:21]=[CH:20][CH:19]=1.CN([CH:28]=[O:29])C, predict the reaction product. (6) Given the reactants [OH:1][C:2]1[CH:7]=[CH:6][CH:5]=[CH:4][C:3]=1[NH:8][C:9]1[N:14]=[C:13]([C:15](OCC)=[O:16])[C:12]([N+:20]([O-])=O)=[C:11]([NH:23][C:24]2[CH:29]=[CH:28][CH:27]=[CH:26][C:25]=2[O:30][CH3:31])[N:10]=1.ClC1N=C([C:39](OCC)=[O:40])C([N+]([O-])=O)=C(NC2C=CC=CC=2OC)N=1.[NH2:56]C1C=CC=CC=1O.C(N(CC)C(C)C)(C)C, predict the reaction product. The product is: [OH:1][C:2]1[CH:7]=[CH:6][CH:5]=[CH:4][C:3]=1[NH:8][C:9]1[N:10]=[C:11]2[C:12]([NH:20][C:39](=[O:40])[N:23]2[C:24]2[CH:29]=[CH:28][CH:27]=[CH:26][C:25]=2[O:30][CH3:31])=[C:13]([C:15]([NH2:56])=[O:16])[N:14]=1. (7) Given the reactants [C:1]([N:8]1[CH2:13][CH2:12][NH:11][CH2:10][CH2:9]1)(OC(C)(C)C)=O.Br[C:15]1[C:16]([CH3:22])=[N:17][C:18](C)=[CH:19][CH:20]=1.C(=O)([O-])[O-].[K+].[K+], predict the reaction product. The product is: [CH3:19][C:18]1[C:1]([N:8]2[CH2:9][CH2:10][NH:11][CH2:12][CH2:13]2)=[CH:20][CH:15]=[C:16]([CH3:22])[N:17]=1. (8) Given the reactants C1(S([N:10]2[CH:14]=[CH:13][C:12]([C:15]([F:18])([F:17])[F:16])=[C:11]2[C:19]([NH:21][C:22]2[CH:27]=[CH:26][CH:25]=[CH:24][C:23]=2[CH3:28])=[O:20])(=O)=O)C=CC=CC=1.[OH-].[Na+], predict the reaction product. The product is: [C:23]1([CH3:28])[CH:24]=[CH:25][CH:26]=[CH:27][C:22]=1[NH:21][C:19]([C:11]1[NH:10][CH:14]=[CH:13][C:12]=1[C:15]([F:16])([F:17])[F:18])=[O:20]. (9) Given the reactants [CH2:1]([C@@H:3]1[CH2:11][C:6]2(OCC[O:7]2)[CH2:5][C@@H:4]1[C:12]1[N:16]2[C:17]3[CH:23]=[CH:22][N:21]([S:24]([C:27]4[CH:33]=[CH:32][C:30]([CH3:31])=[CH:29][CH:28]=4)(=[O:26])=[O:25])[C:18]=3[N:19]=[CH:20][C:15]2=[N:14][N:13]=1)[CH3:2].Cl, predict the reaction product. The product is: [CH2:1]([CH:3]1[CH:4]([C:12]2[N:16]3[C:17]4[CH:23]=[CH:22][N:21]([S:24]([C:27]5[CH:28]=[CH:29][C:30]([CH3:31])=[CH:32][CH:33]=5)(=[O:26])=[O:25])[C:18]=4[N:19]=[CH:20][C:15]3=[N:14][N:13]=2)[CH2:5][C:6](=[O:7])[CH2:11]1)[CH3:2].